Task: Regression/Classification. Given a drug SMILES string, predict its absorption, distribution, metabolism, or excretion properties. Task type varies by dataset: regression for continuous measurements (e.g., permeability, clearance, half-life) or binary classification for categorical outcomes (e.g., BBB penetration, CYP inhibition). Dataset: cyp3a4_veith.. Dataset: CYP3A4 inhibition data for predicting drug metabolism from PubChem BioAssay (1) The result is 1 (inhibitor). The compound is CS(=O)(=O)Nc1cccc(-c2nc(NCc3cccnc3)c3ccccc3n2)c1. (2) The compound is Cc1ccc(C)c(Nc2nc3nonc3nc2N2CCOCC2)c1. The result is 0 (non-inhibitor). (3) The drug is O=C(c1ccc(COc2ccc(F)cc2)o1)n1cccn1. The result is 0 (non-inhibitor). (4) The compound is CN1CCc2cc(O)c(O)cc2[C@H](c2ccccc2)C1. The result is 0 (non-inhibitor).